This data is from Peptide-MHC class II binding affinity with 134,281 pairs from IEDB. The task is: Regression. Given a peptide amino acid sequence and an MHC pseudo amino acid sequence, predict their binding affinity value. This is MHC class II binding data. (1) The peptide sequence is AAATAGTTVYGFFAA. The MHC is HLA-DQA10401-DQB10402 with pseudo-sequence HLA-DQA10401-DQB10402. The binding affinity (normalized) is 0.468. (2) The peptide sequence is GELQGVDKIDAAFKI. The MHC is DRB1_0101 with pseudo-sequence DRB1_0101. The binding affinity (normalized) is 0.315. (3) The peptide sequence is ARKVAATAANAAPAN. The MHC is DRB1_0401 with pseudo-sequence DRB1_0401. The binding affinity (normalized) is 0.276.